This data is from Full USPTO retrosynthesis dataset with 1.9M reactions from patents (1976-2016). The task is: Predict the reactants needed to synthesize the given product. (1) Given the product [NH2:1][C:2]1[S:3][C:4](=[CH:8][C:10]2[CH:28]=[CH:27][C:13]([O:14][C:15]3[CH:22]=[CH:21][C:18]([C:19]#[N:20])=[CH:17][C:16]=3[C:23]([F:24])([F:25])[F:26])=[C:12]([O:29][CH3:30])[CH:11]=2)[C:5](=[O:7])[N:6]=1, predict the reactants needed to synthesize it. The reactants are: [NH2:1][C:2]1[S:3][CH2:4][C:5](=[O:7])[N:6]=1.[CH:8]([C:10]1[CH:28]=[CH:27][C:13]([O:14][C:15]2[CH:22]=[CH:21][C:18]([C:19]#[N:20])=[CH:17][C:16]=2[C:23]([F:26])([F:25])[F:24])=[C:12]([O:29][CH3:30])[CH:11]=1)=O. (2) Given the product [Cl:33][C:34]1[CH:39]=[CH:38][CH:37]=[CH:36][C:35]=1[C:40]1[N:57]([CH2:58][C@@H:59]2[CH2:64][CH2:63][CH2:62][NH:61][CH2:60]2)[C:43]2[N:44]=[C:45]([NH:48][CH2:49][C:50]3[CH:51]=[C:52]([OH:56])[CH:53]=[CH:54][CH:55]=3)[N:46]=[CH:47][C:42]=2[CH:41]=1, predict the reactants needed to synthesize it. The reactants are: ClC1C=CC=CC=1C1N(C[C@@H]2CCCNC2)C2N=C(NCC3C=CC(O)=CC=3)N=CC=2C=1.[Cl:33][C:34]1[CH:39]=[CH:38][CH:37]=[CH:36][C:35]=1[C:40]1[N:57]([CH2:58][C@@H:59]2[CH2:64][CH2:63][CH2:62][N:61](C(OC(C)(C)C)=O)[CH2:60]2)[C:43]2[N:44]=[C:45]([NH:48][CH2:49][C:50]3[CH:55]=[CH:54][CH:53]=[C:52]([OH:56])[CH:51]=3)[N:46]=[CH:47][C:42]=2[CH:41]=1. (3) Given the product [CH3:21][N:8]([C:9]1[CH:14]=[CH:13][N:12]=[C:11]([C:15]2[CH:20]=[CH:19][CH:18]=[CH:17][CH:16]=2)[N:10]=1)[C:6]1[CH:5]=[CH:4][N:3]=[C:2]([NH:22][CH2:23][C@H:24]([C:26]2[CH:31]=[CH:30][CH:29]=[CH:28][CH:27]=2)[OH:25])[N:7]=1, predict the reactants needed to synthesize it. The reactants are: F[C:2]1[N:7]=[C:6]([N:8]([CH3:21])[C:9]2[CH:14]=[CH:13][N:12]=[C:11]([C:15]3[CH:20]=[CH:19][CH:18]=[CH:17][CH:16]=3)[N:10]=2)[CH:5]=[CH:4][N:3]=1.[NH2:22][CH2:23][C@H:24]([C:26]1[CH:31]=[CH:30][CH:29]=[CH:28][CH:27]=1)[OH:25]. (4) Given the product [NH2:5][C:4]1[CH:3]=[C:2]([N:15]2[CH:11]([CH2:9][CH3:10])[CH2:12][CH:13]([CH3:17])[C:14]2=[O:16])[CH:8]=[CH:7][CH:6]=1, predict the reactants needed to synthesize it. The reactants are: I[C:2]1[CH:3]=[C:4]([CH:6]=[CH:7][CH:8]=1)[NH2:5].[CH2:9]([CH:11]1[NH:15][C:14](=[O:16])[CH:13]([CH3:17])[CH2:12]1)[CH3:10].C(=O)([O-])[O-].[Cs+].[Cs+]. (5) The reactants are: [CH2:1]([CH:5]([CH2:11][C:12]1[CH:17]=[CH:16][C:15]([O:18][CH2:19][CH2:20][CH2:21][OH:22])=[CH:14][CH:13]=1)[C:6]([O:8][CH2:9][CH3:10])=[O:7])[CH2:2][CH2:3][CH3:4].[CH3:23][S:24](Cl)(=[O:26])=[O:25]. Given the product [CH2:1]([CH:5]([CH2:11][C:12]1[CH:17]=[CH:16][C:15]([O:18][CH2:19][CH2:20][CH2:21][O:22][S:24]([CH3:23])(=[O:26])=[O:25])=[CH:14][CH:13]=1)[C:6]([O:8][CH2:9][CH3:10])=[O:7])[CH2:2][CH2:3][CH3:4], predict the reactants needed to synthesize it. (6) Given the product [CH:60]1([NH:59][CH2:58][CH2:57][CH2:56][S:53]([N:50]2[CH2:49][CH2:48][CH:47]([C:38]3[C:37]4[C:41](=[C:42]([C:44]([NH2:46])=[O:45])[CH:43]=[C:35]([C:25]5[CH:24]=[CH:23][CH:22]=[C:21]([CH2:31][OH:32])[CH:20]=5)[CH:36]=4)[NH:40][CH:39]=3)[CH2:52][CH2:51]2)(=[O:54])=[O:55])[CH2:64][CH2:63][CH2:62][CH2:61]1, predict the reactants needed to synthesize it. The reactants are: N1(CCS(N2CCC(C3[C:25]4[C:20](=[C:21]([C:31](N)=[O:32])[CH:22]=[C:23](C5C=CSC=5)[CH:24]=4)NC=3)CC2)(=O)=O)CCCC1.Br[C:35]1[CH:36]=[C:37]2[C:41](=[C:42]([C:44]([NH2:46])=[O:45])[CH:43]=1)[NH:40][CH:39]=[C:38]2[CH:47]1[CH2:52][CH2:51][N:50]([S:53]([CH2:56][CH2:57][CH2:58][NH:59][CH:60]2[CH2:64][CH2:63][CH2:62][CH2:61]2)(=[O:55])=[O:54])[CH2:49][CH2:48]1.OCC1C=C(B(O)O)C=CC=1.C(=O)([O-])[O-].[Cs+].[Cs+]. (7) Given the product [F:1][C:2]1[CH:9]=[CH:8][C:7]([N+:10]([O-:12])=[O:11])=[CH:6][C:3]=1[CH2:4][O:5][C:20](=[O:22])[CH3:21], predict the reactants needed to synthesize it. The reactants are: [F:1][C:2]1[CH:9]=[CH:8][C:7]([N+:10]([O-:12])=[O:11])=[CH:6][C:3]=1[CH2:4][OH:5].C(N(CC)CC)C.[C:20](Cl)(=[O:22])[CH3:21].